Dataset: Peptide-MHC class I binding affinity with 185,985 pairs from IEDB/IMGT. Task: Regression. Given a peptide amino acid sequence and an MHC pseudo amino acid sequence, predict their binding affinity value. This is MHC class I binding data. (1) The peptide sequence is SHAAIGAYL. The MHC is HLA-B35:01 with pseudo-sequence HLA-B35:01. The binding affinity (normalized) is 0.0847. (2) The peptide sequence is EFFDGGLTF. The MHC is HLA-B44:02 with pseudo-sequence HLA-B44:02. The binding affinity (normalized) is 0.0847. (3) The peptide sequence is LTDRELLLL. The MHC is HLA-A02:03 with pseudo-sequence HLA-A02:03. The binding affinity (normalized) is 0.0847.